The task is: Regression/Classification. Given a drug SMILES string, predict its toxicity properties. Task type varies by dataset: regression for continuous values (e.g., LD50, hERG inhibition percentage) or binary classification for toxic/non-toxic outcomes (e.g., AMES mutagenicity, cardiotoxicity, hepatotoxicity). Dataset: ames.. This data is from Ames mutagenicity test results for genotoxicity prediction. (1) The compound is NCCc1ccc(O)c(O)c1. The result is 1 (mutagenic). (2) The compound is BrCC1CO1. The result is 1 (mutagenic). (3) The molecule is Oc1ccc2c(ccc3c4ccccc4ccc23)c1. The result is 1 (mutagenic). (4) The molecule is COc1nncc2cccnc12. The result is 0 (non-mutagenic). (5) The compound is ClC[C@H]1O[C@@H](CCl)O[C@@H](CCl)O1. The result is 1 (mutagenic). (6) The drug is COc1cc(OC)c2c(c1)OC1OC=CC21. The result is 1 (mutagenic).